Task: Regression. Given a peptide amino acid sequence and an MHC pseudo amino acid sequence, predict their binding affinity value. This is MHC class I binding data.. Dataset: Peptide-MHC class I binding affinity with 185,985 pairs from IEDB/IMGT (1) The peptide sequence is VTPPQPPIV. The MHC is Mamu-A01 with pseudo-sequence Mamu-A01. The binding affinity (normalized) is 1.00. (2) The binding affinity (normalized) is 0.830. The MHC is HLA-A03:01 with pseudo-sequence HLA-A03:01. The peptide sequence is MTIREFPRK.